From a dataset of Forward reaction prediction with 1.9M reactions from USPTO patents (1976-2016). Predict the product of the given reaction. (1) Given the reactants [CH3:1][S:2](Cl)(=[O:4])=[O:3].[N+:6]([C:9]1[CH:14]=[CH:13][C:12]([NH2:15])=[CH:11][CH:10]=1)([O-])=O, predict the reaction product. The product is: [NH2:6][C:9]1[CH:14]=[CH:13][C:12]([NH:15][S:2]([CH3:1])(=[O:4])=[O:3])=[CH:11][CH:10]=1. (2) Given the reactants [CH3:1][O:2][C:3]1[CH:4]=[C:5]2[C:10](=[CH:11][CH:12]=1)[C:9](=[O:13])[NH:8][CH2:7][CH2:6]2.Br[C:15]1[CH:20]=[CH:19][CH:18]=[CH:17][C:16]=1[Cl:21].C(=O)([O-])[O-].[K+].[K+].[OH-].[Na+], predict the reaction product. The product is: [Cl:21][C:16]1[CH:17]=[CH:18][CH:19]=[CH:20][C:15]=1[N:8]1[CH2:7][CH2:6][C:5]2[C:10](=[CH:11][CH:12]=[C:3]([O:2][CH3:1])[CH:4]=2)[C:9]1=[O:13].